From a dataset of Full USPTO retrosynthesis dataset with 1.9M reactions from patents (1976-2016). Predict the reactants needed to synthesize the given product. (1) Given the product [N:16]1[CH:17]=[CH:18][C:13]([C:11]2[NH:2][C:1](=[O:3])[C:4]3[C:5](=[CH:6][CH:7]=[CH:8][CH:9]=3)[N:10]=2)=[CH:14][N:15]=1, predict the reactants needed to synthesize it. The reactants are: [C:1]([C:4]1[CH:9]=[CH:8][CH:7]=[CH:6][C:5]=1[NH:10][C:11]([C:13]1[CH:18]=[CH:17][N:16]=[N:15][CH:14]=1)=O)(=[O:3])[NH2:2].C[O-].[Na+]. (2) Given the product [Cl:1][C:2]1[CH:3]=[C:4]([C:9]2([C:24]([F:27])([F:26])[F:25])[S:13][N:12]=[C:11]([C:14]3[CH:22]=[CH:21][C:17]([C:18]([NH2:29])=[O:19])=[C:16]([CH3:23])[CH:15]=3)[CH2:10]2)[CH:5]=[C:6]([Cl:8])[CH:7]=1, predict the reactants needed to synthesize it. The reactants are: [Cl:1][C:2]1[CH:3]=[C:4]([C:9]2([C:24]([F:27])([F:26])[F:25])[S:13][N:12]=[C:11]([C:14]3[CH:22]=[CH:21][C:17]([C:18](O)=[O:19])=[C:16]([CH3:23])[CH:15]=3)[CH2:10]2)[CH:5]=[C:6]([Cl:8])[CH:7]=1.C[N:29](C)C=O.C(Cl)(=O)C(Cl)=O. (3) Given the product [NH2:8][C:9]1[CH:10]=[C:11]([CH:41]=[CH:42][C:43]=1[O:44][CH3:45])[C:12]([O:14][C@H:15]([C:26]1[CH:31]=[CH:30][C:29]([O:32][CH:33]([F:35])[F:34])=[C:28]([O:36][CH2:37][CH:38]2[CH2:39][CH2:40]2)[CH:27]=1)[CH2:16][C:17]1[C:22]([Cl:23])=[CH:21][N+:20]([O-:24])=[CH:19][C:18]=1[Cl:25])=[O:13], predict the reactants needed to synthesize it. The reactants are: C(OC([NH:8][C:9]1[CH:10]=[C:11]([CH:41]=[CH:42][C:43]=1[O:44][CH3:45])[C:12]([O:14][C@H:15]([C:26]1[CH:31]=[CH:30][C:29]([O:32][CH:33]([F:35])[F:34])=[C:28]([O:36][CH2:37][CH:38]2[CH2:40][CH2:39]2)[CH:27]=1)[CH2:16][C:17]1[C:22]([Cl:23])=[CH:21][N+:20]([O-:24])=[CH:19][C:18]=1[Cl:25])=[O:13])=O)(C)(C)C. (4) Given the product [CH2:23]([C:30]1[O:31][C:32]2[CH:52]=[CH:51][CH:50]=[CH:49][C:33]=2[C:34]=1[C:35]1[CH:36]=[CH:37][C:38]([B:10]2[O:11][C:12]([CH3:17])([CH3:18])[C:13]([CH3:15])([CH3:16])[O:14]2)=[CH:39][CH:40]=1)[C:24]1[CH:25]=[CH:26][CH:27]=[CH:28][CH:29]=1, predict the reactants needed to synthesize it. The reactants are: [B:10]1([B:10]2[O:14][C:13]([CH3:16])([CH3:15])[C:12]([CH3:18])([CH3:17])[O:11]2)[O:14][C:13]([CH3:16])([CH3:15])[C:12]([CH3:18])([CH3:17])[O:11]1.CS(C)=O.[CH2:23]([C:30]1[O:31][C:32]2[CH:52]=[CH:51][CH:50]=[CH:49][C:33]=2[C:34]=1[C:35]1[CH:40]=[CH:39][C:38](OS(C(F)(F)F)(=O)=O)=[CH:37][CH:36]=1)[C:24]1[CH:29]=[CH:28][CH:27]=[CH:26][CH:25]=1.C([O-])(=O)C.[K+]. (5) Given the product [F:14][C:5]1[C:6]([O:8][CH:9]2[CH2:13][CH2:12][O:11][CH2:10]2)=[N:7][C:2]([NH:15][C:16]2[CH:17]=[C:18]([C:23]3[S:27][C:26]([N:28]4[CH2:34][CH2:33][CH2:32][NH:31][C:30](=[O:35])[CH2:29]4)=[N:25][CH:24]=3)[CH:19]=[C:20]([CH3:22])[CH:21]=2)=[N:3][CH:4]=1, predict the reactants needed to synthesize it. The reactants are: Cl[C:2]1[N:7]=[C:6]([O:8][CH:9]2[CH2:13][CH2:12][O:11][CH2:10]2)[C:5]([F:14])=[CH:4][N:3]=1.[NH2:15][C:16]1[CH:17]=[C:18]([C:23]2[S:27][C:26]([N:28]3[CH2:34][CH2:33][CH2:32][NH:31][C:30](=[O:35])[CH2:29]3)=[N:25][CH:24]=2)[CH:19]=[C:20]([CH3:22])[CH:21]=1.CC(C1C=C(C(C)C)C(C2C=CC=CC=2P(C2CCCCC2)C2CCCCC2)=C(C(C)C)C=1)C.C(=O)([O-])[O-].[K+].[K+]. (6) The reactants are: [CH:1]1[C:10]2[C:11]3[CH2:17][CH2:16][CH2:15][CH2:14][CH2:13][C:12]=3[N:8]3[C:9]=2[C:4]([CH2:5][CH2:6][CH2:7]3)=[CH:3][C:2]=1[NH2:18].[C:19](Cl)(=[O:22])[CH2:20][CH3:21]. Given the product [CH:1]1[C:10]2[C:11]3[CH2:17][CH2:16][CH2:15][CH2:14][CH2:13][C:12]=3[N:8]3[C:9]=2[C:4]([CH2:5][CH2:6][CH2:7]3)=[CH:3][C:2]=1[NH:18][C:19](=[O:22])[CH2:20][CH3:21], predict the reactants needed to synthesize it. (7) Given the product [Cl:10][C:11]1[C:12]([O:34][CH3:35])=[CH:13][C:14]([O:32][CH3:33])=[C:15]([CH2:17][CH2:18][C:19]2([CH:27]3[CH2:31][CH2:30][CH2:29][CH2:28]3)[O:24][C:23](=[O:25])[C:22]([CH2:2][C:3]3[O:7][N:6]=[C:5]([CH2:8][CH3:9])[N:4]=3)=[C:21]([OH:26])[CH2:20]2)[CH:16]=1, predict the reactants needed to synthesize it. The reactants are: Cl[CH2:2][C:3]1[O:7][N:6]=[C:5]([CH2:8][CH3:9])[N:4]=1.[Cl:10][C:11]1[C:12]([O:34][CH3:35])=[CH:13][C:14]([O:32][CH3:33])=[C:15]([CH2:17][CH2:18][C:19]2([CH:27]3[CH2:31][CH2:30][CH2:29][CH2:28]3)[O:24][C:23](=[O:25])[CH2:22][C:21](=[O:26])[CH2:20]2)[CH:16]=1.